This data is from Full USPTO retrosynthesis dataset with 1.9M reactions from patents (1976-2016). The task is: Predict the reactants needed to synthesize the given product. (1) Given the product [Br:1][C:2]1[CH:3]=[C:4]([C@@H:8]([N:10]2[CH2:15][CH2:14][C@@:13]([C:20]3[CH:21]=[CH:22][C:23]([F:26])=[CH:24][CH:25]=3)([CH2:16][C:17]([OH:19])([CH3:28])[CH3:18])[O:12][C:11]2=[O:27])[CH3:9])[CH:5]=[CH:6][CH:7]=1, predict the reactants needed to synthesize it. The reactants are: [Br:1][C:2]1[CH:3]=[C:4]([C@@H:8]([N:10]2[CH2:15][CH2:14][C@@:13]([C:20]3[CH:25]=[CH:24][C:23]([F:26])=[CH:22][CH:21]=3)([CH2:16][C:17](=[O:19])[CH3:18])[O:12][C:11]2=[O:27])[CH3:9])[CH:5]=[CH:6][CH:7]=1.[CH3:28][Mg+].[Br-]. (2) Given the product [OH:7][NH:6][C:4](=[O:5])[C@@H:3]([NH:8][C:9](=[O:23])[C:10]1[CH:15]=[CH:14][C:13]([C:16]#[C:17][C:18]#[C:19][CH2:20][CH2:21][OH:22])=[CH:12][CH:11]=1)[C:2]([CH3:25])([NH:1][CH2:41][C:38]1[CH:37]=[C:36]([CH3:35])[O:40][N:39]=1)[CH3:24], predict the reactants needed to synthesize it. The reactants are: [NH2:1][C:2]([CH3:25])([CH3:24])[C@H:3]([NH:8][C:9](=[O:23])[C:10]1[CH:15]=[CH:14][C:13]([C:16]#[C:17][C:18]#[C:19][CH2:20][CH2:21][OH:22])=[CH:12][CH:11]=1)[C:4]([NH:6][OH:7])=[O:5].CCN(C(C)C)C(C)C.[CH3:35][C:36]1[O:40][N:39]=[C:38]([CH:41]=O)[CH:37]=1.[BH3-]C#N.[Na+].C(O)(=O)C.C(O)(C(F)(F)F)=O.